This data is from Forward reaction prediction with 1.9M reactions from USPTO patents (1976-2016). The task is: Predict the product of the given reaction. (1) Given the reactants C(CNC(C1NC2[C:18](Cl)=[C:19]([Cl:21])[S:20]C=2C=1)=O)(=O)C1C=CC=CC=1.[NH2:23][CH:24]1[CH2:33][C:32]2[C:27](=[CH:28][CH:29]=[CH:30][CH:31]=2)[NH:26][CH2:25]1.C1C=CC2N(O)N=NC=2C=1.CCN=C=N[CH2:49][CH2:50][CH2:51][N:52]([CH3:54])C.CN([CH:58]=[O:59])C, predict the reaction product. The product is: [Cl:21][C:19]1[S:20][C:54]2[NH:52][C:51]([C:58](=[O:59])[NH:23][CH:24]3[CH2:33][C:32]4[C:27](=[CH:28][CH:29]=[CH:30][CH:31]=4)[NH:26][CH2:25]3)=[CH:50][C:49]=2[CH:18]=1. (2) Given the reactants [CH:1]([C@@H:3]([NH:12][C:13](=[O:19])[O:14][C:15]([CH3:18])([CH3:17])[CH3:16])[CH2:4][S:5][C:6]1[CH:11]=[CH:10][CH:9]=[CH:8][CH:7]=1)=O.[CH3:20][NH:21][CH3:22].C1COCC1.[BH-](OC(C)=O)(OC(C)=O)OC(C)=O.[Na+], predict the reaction product. The product is: [CH3:20][N:21]([CH3:22])[CH2:1][C@@H:3]([NH:12][C:13](=[O:19])[O:14][C:15]([CH3:18])([CH3:17])[CH3:16])[CH2:4][S:5][C:6]1[CH:11]=[CH:10][CH:9]=[CH:8][CH:7]=1. (3) Given the reactants [CH2:1]([O:8][C:9](=[O:13])[NH:10][CH:11]=[CH2:12])[C:2]1[CH:7]=[CH:6][CH:5]=[CH:4][CH:3]=1.N1([CH:23]([NH:26][C:27]2[CH:32]=[CH:31][C:30]([C:33]([F:36])([F:35])[F:34])=[CH:29][CH:28]=2)[CH2:24][CH3:25])C2C=CC=CC=2N=N1, predict the reaction product. The product is: [CH2:1]([O:8][C:9](=[O:13])[NH:10][C@H:11]1[C:28]2[C:27](=[CH:32][CH:31]=[C:30]([C:33]([F:34])([F:35])[F:36])[CH:29]=2)[NH:26][C@@H:23]([CH2:24][CH3:25])[CH2:12]1)[C:2]1[CH:7]=[CH:6][CH:5]=[CH:4][CH:3]=1. (4) Given the reactants [H-].[Na+].[N:3]1[CH:8]=[CH:7][CH:6]=[C:5]([CH2:9][OH:10])[CH:4]=1.Br[CH2:12][C:13]([O:15][C:16]([CH3:19])([CH3:18])[CH3:17])=[O:14].C(=O)(O)[O-].[Na+], predict the reaction product. The product is: [N:3]1[CH:8]=[CH:7][CH:6]=[C:5]([CH2:9][O:10][CH2:12][C:13]([O:15][C:16]([CH3:19])([CH3:18])[CH3:17])=[O:14])[CH:4]=1. (5) Given the reactants CC(S[C@@H]1[O:10][C@H](CO)[C@H](O)[C@H](O)[C@H]1O)C.[NH:16]1[CH2:23][CH2:22][CH2:21][C@H:17]1[C:18]([OH:20])=[O:19].CC1(C)S[C@@H]2[C@H](NC([C@H](N)C3C=CC=CC=3)=O)C(=O)N2[C@H]1C(O)=O.O=C[C@@H]([C@H]([C@@H]([C@@H](CO)O)O)O)O.CC1[N+](CC2C=NC(C)=NC=2N)=CSC=1CCO, predict the reaction product. The product is: [NH:16]1[CH2:23][C@H:22]([OH:10])[CH2:21][C@H:17]1[C:18]([OH:20])=[O:19]. (6) Given the reactants [Na+].[N+:2]([C:5]1[CH:22]=[CH:21][C:8]([CH2:9][C:10]2[CH:15]=[CH:14][C:13]([CH2:16][S:17]([O-])(=[O:19])=[O:18])=[CH:12][CH:11]=2)=[CH:7][CH:6]=1)([O-:4])=[O:3].P(Cl)(Cl)(Cl)(Cl)[Cl:24], predict the reaction product. The product is: [Cl:24][S:17]([CH2:16][C:13]1[CH:14]=[CH:15][C:10]([CH2:9][C:8]2[CH:21]=[CH:22][C:5]([N+:2]([O-:4])=[O:3])=[CH:6][CH:7]=2)=[CH:11][CH:12]=1)(=[O:19])=[O:18]. (7) Given the reactants [NH2:1][C:2]1[C:7]([C:8]2[O:9][C:10]([CH2:13][CH3:14])=[CH:11][N:12]=2)=[CH:6][N:5]=[C:4]([N:15]2[CH2:20][CH2:19][CH:18]([C:21]([O:23]C)=[O:22])[CH2:17][CH2:16]2)[C:3]=1[Cl:25].[OH-].[Li+].Cl, predict the reaction product. The product is: [NH2:1][C:2]1[C:7]([C:8]2[O:9][C:10]([CH2:13][CH3:14])=[CH:11][N:12]=2)=[CH:6][N:5]=[C:4]([N:15]2[CH2:20][CH2:19][CH:18]([C:21]([OH:23])=[O:22])[CH2:17][CH2:16]2)[C:3]=1[Cl:25]. (8) The product is: [Cl:1][C:2]1[N:7]=[C:6]([CH2:8][NH:24][CH:17]([C:18]2[CH:23]=[CH:22][CH:21]=[CH:20][CH:19]=2)[CH3:16])[CH:5]=[C:4]([N:10]2[CH2:15][CH2:14][O:13][CH2:12][CH2:11]2)[N:3]=1. Given the reactants [Cl:1][C:2]1[N:7]=[C:6]([CH:8]=O)[CH:5]=[C:4]([N:10]2[CH2:15][CH2:14][O:13][CH2:12][CH2:11]2)[N:3]=1.[CH3:16][CH:17]([NH2:24])[C:18]1[CH:23]=[CH:22][CH:21]=[CH:20][CH:19]=1, predict the reaction product.